From a dataset of Reaction yield outcomes from USPTO patents with 853,638 reactions. Predict the reaction yield, written as a fraction of the theoretical maximum amount of product (1.0 means a 100% yield; for example, 0.34 means a 34% yield). (1) The reactants are [C:1]([NH:4][C@@H:5]1[CH2:9][C@H:8]([C:10]([O:12]CC)=[O:11])[C@H:7]([CH2:15][CH3:16])[CH2:6]1)(=[O:3])[CH3:2].[OH-].[Na+]. The catalyst is Cl. The product is [C:1]([NH:4][C@@H:5]1[CH2:9][C@H:8]([C:10]([OH:12])=[O:11])[C@H:7]([CH2:15][CH3:16])[CH2:6]1)(=[O:3])[CH3:2]. The yield is 0.880. (2) The reactants are [CH3:1][C:2]1[O:3][CH:4]=[CH:5][C:6]=1[CH3:7].[Br:8][C:9]1[CH:10]=[C:11]([CH:14]=[CH:15][CH:16]=1)[CH2:12]Br. The catalyst is C1COCC1. The product is [Br:8][C:9]1[CH:10]=[C:11]([CH:14]=[CH:15][CH:16]=1)[CH2:12][C:4]1[O:3][C:2]([CH3:1])=[C:6]([CH3:7])[CH:5]=1. The yield is 0.850. (3) The reactants are [NH2:1][C:2]1[S:3][CH:4]=[CH:5][N:6]=1.[C:7]12([C:17](Cl)=[O:18])[CH2:16][CH:11]3[CH2:12][CH:13]([CH2:15][CH:9]([CH2:10]3)[CH2:8]1)[CH2:14]2.C(N(CC)CC)C. The catalyst is C1COCC1.C(OCC)(=O)C. The product is [S:3]1[CH:4]=[CH:5][N:6]=[C:2]1[NH:1][C:17]([C:7]12[CH2:16][CH:11]3[CH2:10][CH:9]([CH2:15][CH:13]([CH2:12]3)[CH2:14]1)[CH2:8]2)=[O:18]. The yield is 0.780. (4) The reactants are [NH:1]1[C:9]2[C:4](=[CH:5][CH:6]=[CH:7][N:8]=2)[CH:3]=[CH:2]1.[CH3:10]C1C2C(=CC=CC=2)NC=1. No catalyst specified. The product is [CH3:10][N:1]1[C:9]2=[N:8][CH:7]=[CH:6][CH:5]=[C:4]2[CH:3]=[CH:2]1. The yield is 0.580. (5) The reactants are C[O:2][C:3](=O)[CH2:4][C:5]1[CH:9]=[C:8]([CH3:10])[O:7][N:6]=1.O.[NH2:13][NH2:14]. The catalyst is C(O)CCC. The product is [CH3:10][C:8]1[O:7][N:6]=[C:5]([CH2:4][C:3]([NH:13][NH2:14])=[O:2])[CH:9]=1. The yield is 0.900. (6) The reactants are Cl[C:2]1[CH:3]=[C:4]([NH:9][C:10]2[CH:15]=[CH:14][C:13]([N:16]3[CH2:21][CH2:20][N:19]([CH:22]4[CH2:25][O:24][CH2:23]4)[CH2:18][C@@H:17]3[CH3:26])=[CH:12][N:11]=2)[C:5](=[O:8])[NH:6][CH:7]=1.C([O:30][CH2:31][C:32]1[C:33]([N:47]2[N:56]=[CH:55][C:54]3[C:49](=[C:50]([F:61])[CH:51]=[C:52]([C:57]([CH3:60])([CH3:59])[CH3:58])[CH:53]=3)[C:48]2=[O:62])=[N:34][CH:35]=[CH:36][C:37]=1B1OC(C)(C)C(C)(C)O1)(=O)C.C1CCC(P(C2CCCCC2)C2CCCCC2)CC1.C([O-])([O-])=O.[Cs+].[Cs+]. The catalyst is C1C=CC(/C=C/C(/C=C/C2C=CC=CC=2)=O)=CC=1.C1C=CC(/C=C/C(/C=C/C2C=CC=CC=2)=O)=CC=1.C1C=CC(/C=C/C(/C=C/C2C=CC=CC=2)=O)=CC=1.[Pd].[Pd].O.O1CCOCC1. The product is [C:57]([C:52]1[CH:53]=[C:54]2[C:49](=[C:50]([F:61])[CH:51]=1)[C:48](=[O:62])[N:47]([C:33]1[C:32]([CH2:31][OH:30])=[C:37]([C:2]3[CH:3]=[C:4]([NH:9][C:10]4[CH:15]=[CH:14][C:13]([N:16]5[CH2:21][CH2:20][N:19]([CH:22]6[CH2:25][O:24][CH2:23]6)[CH2:18][C@@H:17]5[CH3:26])=[CH:12][N:11]=4)[C:5](=[O:8])[NH:6][CH:7]=3)[CH:36]=[CH:35][N:34]=1)[N:56]=[CH:55]2)([CH3:60])([CH3:58])[CH3:59]. The yield is 0.180.